This data is from Forward reaction prediction with 1.9M reactions from USPTO patents (1976-2016). The task is: Predict the product of the given reaction. (1) Given the reactants Br[C:2]1[C:3]2[C:8]([C:9]3[CH:10]=[CH:11][CH:12]=[CH:13][C:14]=3[CH:15]=1)=[CH:7][CH:6]=[CH:5][CH:4]=2.[CH:16]1[C:29]2[CH:28]=[C:27]([NH2:30])[C:26]3[C:21](=[CH:22][CH:23]=[CH:24][CH:25]=3)[C:20]=2[CH:19]=[CH:18][CH:17]=1.C(P(C(C)(C)C)C(C)(C)C)(C)(C)C.CC(C)([O-])C.[Na+], predict the reaction product. The product is: [CH:13]1[C:14]2[CH:15]=[C:2]([NH:30][C:27]3[C:26]4[C:21]([C:20]5[CH:19]=[CH:18][CH:17]=[CH:16][C:29]=5[CH:28]=3)=[CH:22][CH:23]=[CH:24][CH:25]=4)[C:3]3[C:8](=[CH:7][CH:6]=[CH:5][CH:4]=3)[C:9]=2[CH:10]=[CH:11][CH:12]=1. (2) Given the reactants [F:1][C:2]([F:6])([F:5])[CH2:3][OH:4].Cl[C:8]1[N:12]=[C:11]([CH:13]2[CH2:18][CH:17]([C:19]3[CH:24]=[CH:23][C:22]([C:25]([F:28])([F:27])[F:26])=[CH:21][CH:20]=3)[CH2:16][N:15]([C:29]([N:31]3[CH2:36][CH2:35][O:34][CH2:33][CH2:32]3)=[O:30])[CH2:14]2)[O:10][N:9]=1, predict the reaction product. The product is: [N:31]1([C:29]([N:15]2[CH2:16][CH:17]([C:19]3[CH:20]=[CH:21][C:22]([C:25]([F:27])([F:28])[F:26])=[CH:23][CH:24]=3)[CH2:18][CH:13]([C:11]3[O:10][N:9]=[C:8]([O:4][CH2:3][C:2]([F:6])([F:5])[F:1])[N:12]=3)[CH2:14]2)=[O:30])[CH2:32][CH2:33][O:34][CH2:35][CH2:36]1. (3) Given the reactants C[Si]([N-][Si](C)(C)C)(C)C.[Li+].F[C:12]1[C:17]([C:18]([OH:20])=[O:19])=[CH:16][C:15]([C:21]2[CH:26]=[CH:25][CH:24]=[CH:23][CH:22]=2)=[N:14][CH:13]=1.[F:27][C:28]1[CH:34]=[C:33]([I:35])[CH:32]=[CH:31][C:29]=1[NH2:30], predict the reaction product. The product is: [F:27][C:28]1[CH:34]=[C:33]([I:35])[CH:32]=[CH:31][C:29]=1[NH:30][C:12]1[C:17]([C:18]([OH:20])=[O:19])=[CH:16][C:15]([C:21]2[CH:26]=[CH:25][CH:24]=[CH:23][CH:22]=2)=[N:14][CH:13]=1. (4) Given the reactants [CH3:1][O:2][CH2:3][O:4][C:5]1[CH:22]=[CH:21][C:8]([CH2:9][CH:10]([C:16]([O:18][CH2:19][CH3:20])=[O:17])[C:11]([O:13][CH2:14][CH3:15])=[O:12])=[CH:7][CH:6]=1.[H-].[Na+].[O:25]([CH2:32][CH2:33]Br)[C:26]1[CH:31]=[CH:30][CH:29]=[CH:28][CH:27]=1, predict the reaction product. The product is: [CH3:1][O:2][CH2:3][O:4][C:5]1[CH:6]=[CH:7][C:8]([CH2:9][C:10]([CH2:33][CH2:32][O:25][C:26]2[CH:31]=[CH:30][CH:29]=[CH:28][CH:27]=2)([C:16]([O:18][CH2:19][CH3:20])=[O:17])[C:11]([O:13][CH2:14][CH3:15])=[O:12])=[CH:21][CH:22]=1.